From a dataset of NCI-60 drug combinations with 297,098 pairs across 59 cell lines. Regression. Given two drug SMILES strings and cell line genomic features, predict the synergy score measuring deviation from expected non-interaction effect. (1) Drug 1: C1=C(C(=O)NC(=O)N1)N(CCCl)CCCl. Drug 2: CCCCCOC(=O)NC1=NC(=O)N(C=C1F)C2C(C(C(O2)C)O)O. Cell line: COLO 205. Synergy scores: CSS=43.9, Synergy_ZIP=8.50, Synergy_Bliss=8.88, Synergy_Loewe=-9.88, Synergy_HSA=8.18. (2) Drug 1: CC1C(C(CC(O1)OC2CC(CC3=C2C(=C4C(=C3O)C(=O)C5=C(C4=O)C(=CC=C5)OC)O)(C(=O)C)O)N)O.Cl. Drug 2: CC1CCC2CC(C(=CC=CC=CC(CC(C(=O)C(C(C(=CC(C(=O)CC(OC(=O)C3CCCCN3C(=O)C(=O)C1(O2)O)C(C)CC4CCC(C(C4)OC)O)C)C)O)OC)C)C)C)OC. Cell line: CCRF-CEM. Synergy scores: CSS=34.8, Synergy_ZIP=-10.4, Synergy_Bliss=-6.57, Synergy_Loewe=-6.78, Synergy_HSA=-3.03. (3) Drug 1: CC1=C(C(CCC1)(C)C)C=CC(=CC=CC(=CC(=O)O)C)C. Drug 2: C(=O)(N)NO. Cell line: SF-268. Synergy scores: CSS=3.24, Synergy_ZIP=-2.15, Synergy_Bliss=0.0798, Synergy_Loewe=-0.513, Synergy_HSA=0.229. (4) Synergy scores: CSS=15.7, Synergy_ZIP=-5.74, Synergy_Bliss=0.0226, Synergy_Loewe=-14.6, Synergy_HSA=-2.78. Drug 1: C1=CC(=CC=C1CCC2=CNC3=C2C(=O)NC(=N3)N)C(=O)NC(CCC(=O)O)C(=O)O. Drug 2: CC1=C(C=C(C=C1)NC(=O)C2=CC=C(C=C2)CN3CCN(CC3)C)NC4=NC=CC(=N4)C5=CN=CC=C5. Cell line: ACHN. (5) Drug 1: CC1=C(C=C(C=C1)NC2=NC=CC(=N2)N(C)C3=CC4=NN(C(=C4C=C3)C)C)S(=O)(=O)N.Cl. Drug 2: C1=CC(=CC=C1CCCC(=O)O)N(CCCl)CCCl. Cell line: NCI-H522. Synergy scores: CSS=22.1, Synergy_ZIP=-9.46, Synergy_Bliss=0.963, Synergy_Loewe=-1.67, Synergy_HSA=1.22.